Dataset: Kir2.1 potassium channel HTS with 301,493 compounds. Task: Binary Classification. Given a drug SMILES string, predict its activity (active/inactive) in a high-throughput screening assay against a specified biological target. (1) The drug is O=C(N1CCN(CC1)c1ccccc1)CCCCCn1c(=O)c2c([nH]c1=O)cc(OC)c(OC)c2. The result is 0 (inactive). (2) The drug is S(=O)(=O)(CCC(OCC(=O)Nc1ccc(OCC)cc1)=O)c1ccc(cc1)C. The result is 0 (inactive).